This data is from NCI-60 drug combinations with 297,098 pairs across 59 cell lines. The task is: Regression. Given two drug SMILES strings and cell line genomic features, predict the synergy score measuring deviation from expected non-interaction effect. (1) Drug 1: CC1=C2C(C(=O)C3(C(CC4C(C3C(C(C2(C)C)(CC1OC(=O)C(C(C5=CC=CC=C5)NC(=O)OC(C)(C)C)O)O)OC(=O)C6=CC=CC=C6)(CO4)OC(=O)C)OC)C)OC. Drug 2: CN(CC1=CN=C2C(=N1)C(=NC(=N2)N)N)C3=CC=C(C=C3)C(=O)NC(CCC(=O)O)C(=O)O. Cell line: NCI-H226. Synergy scores: CSS=33.4, Synergy_ZIP=0.399, Synergy_Bliss=2.02, Synergy_Loewe=-9.29, Synergy_HSA=3.43. (2) Drug 1: C1=CC=C(C=C1)NC(=O)CCCCCCC(=O)NO. Cell line: HCT-15. Drug 2: C1CNP(=O)(OC1)N(CCCl)CCCl. Synergy scores: CSS=8.34, Synergy_ZIP=-0.372, Synergy_Bliss=-0.819, Synergy_Loewe=-16.7, Synergy_HSA=-5.06.